This data is from Peptide-MHC class I binding affinity with 185,985 pairs from IEDB/IMGT. The task is: Regression. Given a peptide amino acid sequence and an MHC pseudo amino acid sequence, predict their binding affinity value. This is MHC class I binding data. (1) The peptide sequence is HPVHAGPIA. The MHC is HLA-A11:01 with pseudo-sequence HLA-A11:01. The binding affinity (normalized) is 0. (2) The peptide sequence is KLGALTGTYI. The MHC is HLA-A02:01 with pseudo-sequence HLA-A02:01. The binding affinity (normalized) is 0.527. (3) The peptide sequence is LMNVITLVYK. The MHC is HLA-A68:01 with pseudo-sequence HLA-A68:01. The binding affinity (normalized) is 0.388. (4) The binding affinity (normalized) is 0.150. The MHC is HLA-B42:01 with pseudo-sequence HLA-B42:01. The peptide sequence is QALSPRTLNAW. (5) The peptide sequence is SGIDTNAYY. The MHC is HLA-A26:02 with pseudo-sequence HLA-A26:02. The binding affinity (normalized) is 0.0847. (6) The MHC is HLA-A11:02 with pseudo-sequence HLA-A11:01. The peptide sequence is CIDFYSRIR. The binding affinity (normalized) is 0.695.